Dataset: Full USPTO retrosynthesis dataset with 1.9M reactions from patents (1976-2016). Task: Predict the reactants needed to synthesize the given product. (1) The reactants are: Cl[C:2]1[N:7]=[C:6]([CH:8]([CH:11]2[N:15]([CH:16]3[CH2:19][CH2:18][CH2:17]3)[C:14]3[CH:20]=[CH:21][CH:22]=[CH:23][C:13]=3[NH:12]2)[C:9]#[N:10])[CH:5]=[CH:4][N:3]=1.[NH2:24][CH2:25][CH2:26][CH2:27][N:28]1[CH2:32][CH2:31][CH2:30][C:29]1=[O:33]. Given the product [CH:16]1([N:15]2[C:14]3[CH:20]=[CH:21][CH:22]=[CH:23][C:13]=3[NH:12]/[C:11]/2=[C:8](\[C:6]2[CH:5]=[CH:4][N:3]=[C:2]([NH:24][CH2:25][CH2:26][CH2:27][N:28]3[CH2:32][CH2:31][CH2:30][C:29]3=[O:33])[N:7]=2)/[C:9]#[N:10])[CH2:19][CH2:18][CH2:17]1, predict the reactants needed to synthesize it. (2) Given the product [F:1][C:2]1[CH:7]=[CH:6][C:5]([CH:10]=[O:11])=[C:4]([OH:8])[C:3]=1[CH3:9], predict the reactants needed to synthesize it. The reactants are: [F:1][C:2]1[C:3]([CH3:9])=[C:4]([OH:8])[CH:5]=[CH:6][CH:7]=1.[CH2:10]=[O:11].Cl. (3) The reactants are: [C:1]([S:4][C:5]1[CH2:12][S:11][C@H:10]2[N:7]([C:8](=[O:26])[C@H:9]2[NH:13][C:14](=[O:25])[CH2:15][S:16][C:17]2[CH:22]=[C:21]([Cl:23])[N:20]=[C:19]([Cl:24])[CH:18]=2)[C:6]=1[C:27]([O:29][CH:30]([C:37]1[CH:42]=[CH:41][CH:40]=[CH:39][CH:38]=1)[C:31]1[CH:36]=[CH:35][CH:34]=[CH:33][CH:32]=1)=[O:28])(=O)C.N1CCOCC1.[Cl:49]CI.C(N(C(C)C)CC)(C)C. Given the product [Cl:49][CH2:1][S:4][C:5]1[CH2:12][S:11][C@H:10]2[N:7]([C:8](=[O:26])[C@H:9]2[NH:13][C:14](=[O:25])[CH2:15][S:16][C:17]2[CH:18]=[C:19]([Cl:24])[N:20]=[C:21]([Cl:23])[CH:22]=2)[C:6]=1[C:27]([O:29][CH:30]([C:31]1[CH:32]=[CH:33][CH:34]=[CH:35][CH:36]=1)[C:37]1[CH:38]=[CH:39][CH:40]=[CH:41][CH:42]=1)=[O:28], predict the reactants needed to synthesize it. (4) Given the product [NH:16]1[CH2:17][CH2:18][O:19][C:14]2([C:20]3[C:11](=[CH:10][C:9]([OH:8])=[CH:22][CH:21]=3)[CH2:12][CH2:13]2)[CH2:15]1, predict the reactants needed to synthesize it. The reactants are: C([O:8][C:9]1[CH:10]=[C:11]2[C:20](=[CH:21][CH:22]=1)[C:14]1([O:19][CH2:18][CH2:17][NH:16][CH2:15]1)[CH2:13][CH2:12]2)C1C=CC=CC=1. (5) The reactants are: [CH3:1][C:2]1([CH3:17])[CH2:6][O:5][C:4]([C:7]2[CH:16]=[CH:15][C:10]([C:11]([O:13]C)=[O:12])=[CH:9][CH:8]=2)=[N:3]1.CO.[Li+].[OH-]. Given the product [CH3:1][C:2]1([CH3:17])[CH2:6][O:5][C:4]([C:7]2[CH:16]=[CH:15][C:10]([C:11]([OH:13])=[O:12])=[CH:9][CH:8]=2)=[N:3]1, predict the reactants needed to synthesize it. (6) Given the product [Cl:17][CH2:16][CH2:15][CH2:14][O:3][C:4]1[CH:5]=[C:6]([C:10](=[O:12])[CH3:11])[CH:7]=[CH:8][CH:9]=1, predict the reactants needed to synthesize it. The reactants are: [H-].[Na+].[OH:3][C:4]1[CH:5]=[C:6]([C:10](=[O:12])[CH3:11])[CH:7]=[CH:8][CH:9]=1.Br[CH2:14][CH2:15][CH2:16][Cl:17]. (7) Given the product [C:1]([O:5][C:6]([NH:8][C@@H:9]([CH:15]([CH3:17])[CH3:16])[C:10]([O:12][CH2:13][I:19])=[O:11])=[O:7])([CH3:4])([CH3:3])[CH3:2], predict the reactants needed to synthesize it. The reactants are: [C:1]([O:5][C:6]([NH:8][C@@H:9]([CH:15]([CH3:17])[CH3:16])[C:10]([O:12][CH2:13]Cl)=[O:11])=[O:7])([CH3:4])([CH3:3])[CH3:2].[Na+].[I-:19]. (8) Given the product [CH:1]12[CH2:10][CH:5]3[CH2:6][CH:7]([CH2:9][CH:3]([CH2:4]3)[CH:2]1[NH:11][C:12]([C:14]1[CH:15]=[N:16][N:17]([C:20]3[CH:25]=[CH:24][CH:23]=[CH:22][CH:21]=3)[C:18]=1[N:26]1[CH2:31][CH2:30][CH2:29][CH:28]([CH2:32][OH:33])[CH2:27]1)=[O:13])[CH2:8]2, predict the reactants needed to synthesize it. The reactants are: [CH:1]12[CH2:10][CH:5]3[CH2:6][CH:7]([CH2:9][CH:3]([CH2:4]3)[CH:2]1[NH:11][C:12]([C:14]1[CH:15]=[N:16][N:17]([C:20]3[CH:25]=[CH:24][CH:23]=[CH:22][CH:21]=3)[C:18]=1Cl)=[O:13])[CH2:8]2.[NH:26]1[CH2:31][CH2:30][CH2:29][CH:28]([CH2:32][OH:33])[CH2:27]1.